From a dataset of Catalyst prediction with 721,799 reactions and 888 catalyst types from USPTO. Predict which catalyst facilitates the given reaction. (1) Reactant: [C:1](Cl)(=O)[C:2]([Cl:4])=[O:3].[CH3:7][O:8][C:9]([C:11]1C=[CH:18][CH:17]=[CH:16][C:12]=1C(O)=O)=[O:10]. Product: [Cl:4][C:2]([C:1]1[CH:18]=[CH:17][CH:16]=[CH:12][C:11]=1[C:9]([O:8][CH3:7])=[O:10])=[O:3]. The catalyst class is: 174. (2) Reactant: [C:1]([C:3]1[CH:4]=[CH:5][C:6]2[O:12][CH2:11][CH2:10][N:9]([C:13]([O:15][C:16]([CH3:19])([CH3:18])[CH3:17])=[O:14])[CH2:8][C:7]=2[CH:20]=1)#[N:2].Cl.[NH2:22][OH:23].C(=O)(O)[O-].[Na+]. Product: [OH:23][NH:22][C:1](=[NH:2])[C:3]1[CH:4]=[CH:5][C:6]2[O:12][CH2:11][CH2:10][N:9]([C:13]([O:15][C:16]([CH3:17])([CH3:18])[CH3:19])=[O:14])[CH2:8][C:7]=2[CH:20]=1. The catalyst class is: 8. (3) Reactant: C[Si]([N-][Si](C)(C)C)(C)C.[Na+].[NH2:11][C:12]1[CH:17]=[CH:16][C:15]([CH3:18])=[CH:14][CH:13]=1.[CH3:19][O:20][C:21]1[CH:28]=[CH:27][CH:26]=[CH:25][C:22]=1[C:23]#[N:24]. Product: [CH3:19][O:20][C:21]1[CH:28]=[CH:27][CH:26]=[CH:25][C:22]=1[C:23]([NH:11][C:12]1[CH:17]=[CH:16][C:15]([CH3:18])=[CH:14][CH:13]=1)=[NH:24]. The catalyst class is: 1. (4) Reactant: [C:1]([O:5][C:6]([NH:8][C@:9]([C:26](=[O:28])[NH2:27])([C:21]([O:23][CH2:24][CH3:25])=[O:22])[CH2:10][C:11](OCC1C=CC=CC=1)=[O:12])=[O:7])([CH3:4])([CH3:3])[CH3:2].C(=O)([O-])[O-].[K+].[K+].Cl. Product: [C:1]([O:5][C:6]([NH:8][C@:9]1([C:21]([O:23][CH2:24][CH3:25])=[O:22])[CH2:10][C:11](=[O:12])[NH:27][C:26]1=[O:28])=[O:7])([CH3:4])([CH3:3])[CH3:2]. The catalyst class is: 95.